From a dataset of Reaction yield outcomes from USPTO patents with 853,638 reactions. Predict the reaction yield, written as a fraction of the theoretical maximum amount of product (1.0 means a 100% yield; for example, 0.34 means a 34% yield). (1) The reactants are [Cl:1][C:2]1[CH:10]=[C:9]([Cl:11])[C:8]([C:12]2[CH:17]=[CH:16][CH:15]=[CH:14][N:13]=2)=[CH:7][C:3]=1[C:4]([OH:6])=O.[NH2:18][C:19]1[N:23]([C:24]2[CH:29]=[CH:28][CH:27]=[CH:26][CH:25]=2)[N:22]=[C:21]([C:30]([O:32][CH2:33][CH3:34])=[O:31])[CH:20]=1.CCN(C(C)C)C(C)C.C(P1(=O)OP(CCC)(=O)OP(CCC)(=O)O1)CC. The catalyst is CC1CCCO1. The product is [Cl:1][C:2]1[CH:10]=[C:9]([Cl:11])[C:8]([C:12]2[CH:17]=[CH:16][CH:15]=[CH:14][N:13]=2)=[CH:7][C:3]=1[C:4]([NH:18][C:19]1[N:23]([C:24]2[CH:29]=[CH:28][CH:27]=[CH:26][CH:25]=2)[N:22]=[C:21]([C:30]([O:32][CH2:33][CH3:34])=[O:31])[CH:20]=1)=[O:6]. The yield is 0.850. (2) The yield is 0.350. The product is [Cl:1][C:2]1[CH:3]=[C:4]2[C:9](=[CH:10][CH:11]=1)[N:8]=[CH:7][CH:6]=[C:5]2[CH2:12][N:13]1[C:21]([C:22]2[N:26]([CH3:27])[CH:25]=[N:24][CH:23]=2)=[C:20]2[C:15]([N:16]([CH2:31][CH:32]3[CH2:34][CH2:33]3)[C:17](=[O:30])[N:18]([CH3:29])/[C:19]/2=[N:36]\[CH3:35])=[N:14]1. The reactants are [Cl:1][C:2]1[CH:3]=[C:4]2[C:9](=[CH:10][CH:11]=1)[N:8]=[CH:7][CH:6]=[C:5]2[CH2:12][N:13]1[C:21]([C:22]2[N:26]([CH3:27])[CH:25]=[N:24][CH:23]=2)=[C:20]2[C:15]([N:16]([CH2:31][CH:32]3[CH2:34][CH2:33]3)[C:17](=[O:30])[N:18]([CH3:29])[C:19]2=S)=[N:14]1.[CH3:35][NH2:36]. The catalyst is C1COCC1.C(OC(=O)C)C.[Hg](Cl)Cl. (3) The reactants are [F:1][C:2]1[CH:7]=[C:6]([S:8][CH3:9])[CH:5]=[C:4]([F:10])[C:3]=1[C:11]1[N:16]=[C:15]([C:17]([O-:19])=[O:18])[CH:14]=[CH:13][C:12]=1[F:20].[Li+].[OH-]. The catalyst is C1COCC1. The product is [F:1][C:2]1[CH:7]=[C:6]([S:8][CH3:9])[CH:5]=[C:4]([F:10])[C:3]=1[C:11]1[N:16]=[C:15]([C:17]([OH:19])=[O:18])[CH:14]=[CH:13][C:12]=1[F:20]. The yield is 0.920. (4) The reactants are [C:1]1([C:7]2[NH:11][N:10]=[N:9][N:8]=2)[CH:6]=[CH:5][CH:4]=[CH:3][CH:2]=1.[NH:12]1[CH2:17][CH2:16][O:15][CH2:14][CH2:13]1.C=O.[CH3:20]CCCCC. The yield is 0.990. The product is [C:1]1([C:7]2[N:11]([CH2:20][N:12]3[CH2:17][CH2:16][O:15][CH2:14][CH2:13]3)[N:10]=[N:9][N:8]=2)[CH:2]=[CH:3][CH:4]=[CH:5][CH:6]=1. The catalyst is CO. (5) The catalyst is C(OCC)(=O)C.[Pd]. The yield is 0.990. The reactants are [N+:1]([C:4]1[CH:15]=[CH:14][C:7]([CH2:8][NH:9][S:10]([CH3:13])(=[O:12])=[O:11])=[CH:6][CH:5]=1)([O-])=O.[H][H]. The product is [NH2:1][C:4]1[CH:15]=[CH:14][C:7]([CH2:8][NH:9][S:10]([CH3:13])(=[O:12])=[O:11])=[CH:6][CH:5]=1. (6) The reactants are [CH2:1]([NH:4][C:5]([C:7]1[NH:8][C:9]2[C:14]([C:15]=1[C:16]1[CH:21]=[CH:20][CH:19]=[CH:18][CH:17]=1)=[CH:13][C:12]([NH2:22])=[CH:11][CH:10]=2)=[O:6])[CH2:2][CH3:3].[C:23]([C:27]1[CH:32]=[CH:31][C:30]([S:33](Cl)(=[O:35])=[O:34])=[CH:29][CH:28]=1)([CH3:26])([CH3:25])[CH3:24]. The catalyst is CCCCCC.C(OCC)(=O)C. The product is [CH2:1]([NH:4][C:5]([C:7]1[NH:8][C:9]2[C:14]([C:15]=1[C:16]1[CH:21]=[CH:20][CH:19]=[CH:18][CH:17]=1)=[CH:13][C:12]([NH:22][S:33]([C:30]1[CH:31]=[CH:32][C:27]([C:23]([CH3:26])([CH3:25])[CH3:24])=[CH:28][CH:29]=1)(=[O:35])=[O:34])=[CH:11][CH:10]=2)=[O:6])[CH2:2][CH3:3]. The yield is 0.210. (7) The reactants are N[C:2]1[CH:11]=[CH:10][C:9]2[C:4](=[CH:5][C:6]([Br:12])=[CH:7][CH:8]=2)[CH:3]=1.N([O-])=O.[Na+].[Cl:17]CCl. The product is [Br:12][C:6]1[CH:5]=[C:4]2[C:9]([CH:10]=[CH:11][CH:2]=[C:3]2[Cl:17])=[CH:8][CH:7]=1. The yield is 0.430. The catalyst is O.Cl.[Cu]Cl. (8) The reactants are F[C:2]1[CH:9]=[CH:8][C:5]([C:6]#[N:7])=[CH:4][C:3]=1[C:10]([C:12]1[CH:21]=[CH:20][C:19]2[C:14](=[CH:15][CH:16]=[CH:17][CH:18]=2)[CH:13]=1)=O.O.[NH2:23][NH2:24]. No catalyst specified. The product is [CH:13]1[C:14]2[C:19](=[CH:18][CH:17]=[CH:16][CH:15]=2)[CH:20]=[CH:21][C:12]=1[C:10]1[C:3]2[C:2](=[CH:9][CH:8]=[C:5]([C:6]#[N:7])[CH:4]=2)[NH:24][N:23]=1. The yield is 0.650. (9) The reactants are [CH2:1]1[CH:6]2[CH2:7][C:8]3([NH2:11])[CH2:10][CH:4]([CH2:5]2)[CH2:3][CH:2]1[CH2:9]3.[CH3:12][C:13]1[O:17][N:16]=[C:15]([CH:18]=O)[CH:14]=1. No catalyst specified. The product is [CH3:12][C:13]1[O:17][N:16]=[C:15]([CH2:18][NH:11][C:8]23[CH2:10][CH:4]4[CH2:5][CH:6]([CH2:1][CH:2]([CH2:3]4)[CH2:9]2)[CH2:7]3)[CH:14]=1. The yield is 0.830. (10) The reactants are [CH2:1]([O:3][C:4]([C:6]1[CH:7]=[C:8]2[C:13](=[CH:14][CH:15]=1)[NH:12][CH:11]([C:16]1[CH:21]=[CH:20][CH:19]=[C:18](Br)[CH:17]=1)[CH2:10][C:9]2([CH3:24])[CH3:23])=[O:5])[CH3:2].[CH3:25][C:26]1[CH:31]=[C:30]([CH3:32])[CH:29]=[CH:28][C:27]=1[N:33]1[CH2:38][CH2:37][NH:36][CH2:35][CH2:34]1.C(=O)([O-])[O-].[Cs+].[Cs+].C(OCC)(=O)C. The catalyst is C1(C)C=CC=CC=1.C([O-])(=O)C.[Pd+2].C([O-])(=O)C.CC1(C)C2C(=C(P(C3C=CC=CC=3)C3C=CC=CC=3)C=CC=2)OC2C(P(C3C=CC=CC=3)C3C=CC=CC=3)=CC=CC1=2. The product is [CH2:1]([O:3][C:4]([C:6]1[CH:7]=[C:8]2[C:13](=[CH:14][CH:15]=1)[NH:12][CH:11]([C:16]1[CH:21]=[CH:20][CH:19]=[C:18]([N:36]3[CH2:37][CH2:38][N:33]([C:27]4[CH:28]=[CH:29][C:30]([CH3:32])=[CH:31][C:26]=4[CH3:25])[CH2:34][CH2:35]3)[CH:17]=1)[CH2:10][C:9]2([CH3:24])[CH3:23])=[O:5])[CH3:2]. The yield is 0.560.